This data is from Reaction yield outcomes from USPTO patents with 853,638 reactions. The task is: Predict the reaction yield, written as a fraction of the theoretical maximum amount of product (1.0 means a 100% yield; for example, 0.34 means a 34% yield). (1) The reactants are [C:1]([C:3]1[C:4]([C:17]2[CH:22]=[CH:21][C:20]([Cl:23])=[CH:19][C:18]=2[Cl:24])=[C:5]([C:14](O)=[O:15])[S:6][C:7]=1[N:8]1[CH2:13][CH2:12][O:11][CH2:10][CH2:9]1)#[N:2].C1C=CC2N(O)N=[N:31]C=2C=1.CCN=C=NCCCN(C)C.N. The catalyst is C(Cl)Cl. The product is [C:1]([C:3]1[C:4]([C:17]2[CH:22]=[CH:21][C:20]([Cl:23])=[CH:19][C:18]=2[Cl:24])=[C:5]([C:14]([NH2:31])=[O:15])[S:6][C:7]=1[N:8]1[CH2:13][CH2:12][O:11][CH2:10][CH2:9]1)#[N:2]. The yield is 0.490. (2) The reactants are N1C=CC=CC=1.Cl.[CH3:8][NH:9][O:10][CH3:11].[C:12](Cl)(=[O:16])[CH2:13][CH2:14][CH3:15]. The catalyst is C(Cl)Cl.O. The product is [CH3:11][O:10][N:9]([CH3:8])[C:12](=[O:16])[CH2:13][CH2:14][CH3:15]. The yield is 0.890.